Dataset: Cav3 T-type calcium channel HTS with 100,875 compounds. Task: Binary Classification. Given a drug SMILES string, predict its activity (active/inactive) in a high-throughput screening assay against a specified biological target. The compound is Clc1ccc(CN2CCN(C2=O)CC(=O)NC(CCc2ccccc2)C)cc1. The result is 1 (active).